This data is from Forward reaction prediction with 1.9M reactions from USPTO patents (1976-2016). The task is: Predict the product of the given reaction. Given the reactants [O:1]1[CH2:6][CH:5]=[C:4](OS(C(F)(F)F)(=O)=O)[CH2:3][CH2:2]1.[CH3:15][O:16][C:17]1[CH:22]=[CH:21][C:20](B2OC(C)(C)C(C)(C)O2)=[CH:19][C:18]=1[N+:32]([O-:34])=[O:33].C(=O)([O-])[O-].[Na+].[Na+], predict the reaction product. The product is: [CH3:15][O:16][C:17]1[CH:22]=[CH:21][C:20]([C:4]2[CH2:3][CH2:2][O:1][CH2:6][CH:5]=2)=[CH:19][C:18]=1[N+:32]([O-:34])=[O:33].